Dataset: Full USPTO retrosynthesis dataset with 1.9M reactions from patents (1976-2016). Task: Predict the reactants needed to synthesize the given product. (1) Given the product [CH3:30][O:29][C:22]1[CH:23]=[CH:24][CH:25]=[C:26]([O:27][CH3:28])[C:21]=1[C:20]([NH:19][C@H:15]1[CH2:16][CH2:17][CH2:18][C@@H:14]1[NH:13][C:2]1[CH:7]=[CH:6][C:5]([C:8]([F:11])([F:10])[F:9])=[CH:4][N:3]=1)=[O:31], predict the reactants needed to synthesize it. The reactants are: Cl[C:2]1[CH:7]=[CH:6][C:5]([C:8]([F:11])([F:10])[F:9])=[CH:4][N:3]=1.Cl.[NH2:13][C@H:14]1[CH2:18][CH2:17][CH2:16][C@@H:15]1[NH:19][C:20](=[O:31])[C:21]1[C:26]([O:27][CH3:28])=[CH:25][CH:24]=[CH:23][C:22]=1[O:29][CH3:30].CCN(C(C)C)C(C)C. (2) Given the product [C:18]([C:10]1[CH:9]=[C:8]2[C:17]3=[C:16]4[C:5](=[CH:4][CH:3]=[C:2]([C:26]5[CH:27]=[CH:28][C:23]([Cl:22])=[CH:24][CH:25]=5)[C:15]4=[CH:14][CH:13]=[C:12]3[CH:11]=1)[CH:6]=[CH:7]2)([CH3:21])([CH3:19])[CH3:20], predict the reactants needed to synthesize it. The reactants are: Br[C:2]1[C:15]2[C:16]3=[C:17]4[C:12](=[CH:13][CH:14]=2)[CH:11]=[C:10]([C:18]([CH3:21])([CH3:20])[CH3:19])[CH:9]=[C:8]4[CH:7]=[CH:6][C:5]3=[CH:4][CH:3]=1.[Cl:22][C:23]1[CH:28]=[CH:27][C:26](OB(O)O)=[CH:25][CH:24]=1.C(=O)([O-])[O-].[Na+].[Na+]. (3) Given the product [CH3:1][N:2]([CH2:14][C:15]1[CH:16]=[CH:17][C:18]([CH2:19][OH:20])=[CH:23][CH:24]=1)[C:3]1[S:4][CH:5]=[C:6]([C:8]2[CH:9]=[CH:10][CH:11]=[CH:12][CH:13]=2)[N:7]=1, predict the reactants needed to synthesize it. The reactants are: [CH3:1][N:2]([CH2:14][C:15]1[CH:24]=[CH:23][C:18]([C:19](OC)=[O:20])=[CH:17][CH:16]=1)[C:3]1[S:4][CH:5]=[C:6]([C:8]2[CH:13]=[CH:12][CH:11]=[CH:10][CH:9]=2)[N:7]=1.[H-].C([Al+]CC(C)C)C(C)C.CCCCCC.O.O.O.O.O.O.O.O.O.O.[O-]S([O-])(=O)=O.[Na+].[Na+]. (4) The reactants are: [Cl:1][C:2]1[CH:7]=[CH:6][C:5]([CH:8]([C:10]2[N:11]([CH3:16])[C:12]([SH:15])=[N:13][CH:14]=2)[OH:9])=[CH:4][CH:3]=1.C(=O)([O-])[O-].[K+].[K+].Br[CH2:24][CH2:25][CH2:26][Cl:27]. Given the product [Cl:1][C:2]1[CH:3]=[CH:4][C:5]([CH:8]([C:10]2[N:11]([CH3:16])[C:12]([S:15][CH2:24][CH2:25][CH2:26][Cl:27])=[N:13][CH:14]=2)[OH:9])=[CH:6][CH:7]=1, predict the reactants needed to synthesize it. (5) Given the product [CH3:1][O:2][C:3]([C:5]1[C:14]2[O:13][CH2:12][CH:11]([C:15]3[CH:16]=[N:17][CH:18]=[C:19]([O:21][CH:22]4[CH2:27][CH2:26][N:25]([C:28](=[O:32])[CH:29]([CH3:31])[CH3:30])[CH2:24][CH2:23]4)[CH:20]=3)[O:10][C:9]=2[CH:8]=[CH:7][CH:6]=1)=[O:4], predict the reactants needed to synthesize it. The reactants are: [CH3:1][O:2][C:3]([C:5]1[C:14]2[O:13][CH2:12][CH:11]([C:15]3[CH:16]=[N:17][CH:18]=[C:19]([O:21][CH:22]4[CH2:27][CH2:26][NH:25][CH2:24][CH2:23]4)[CH:20]=3)[O:10][C:9]=2[CH:8]=[CH:7][CH:6]=1)=[O:4].[C:28](Cl)(=[O:32])[CH:29]([CH3:31])[CH3:30].C(N(CC)CC)C.C([O-])(O)=O.[Na+]. (6) Given the product [F:14][C:15]1[CH:16]=[N:17][CH:18]=[C:19]([F:21])[C:20]=1[I:22], predict the reactants needed to synthesize it. The reactants are: C([Li])CCC.CN(C)CCN(C)C.[F:14][C:15]1[CH:16]=[N:17][CH:18]=[C:19]([F:21])[CH:20]=1.[I:22]I. (7) Given the product [Br:20][C:17]1[CH:18]=[CH:19][C:14]([C:12]2[N:9]=[C:5]3[CH:4]=[C:3]([S:2][CH3:1])[CH:8]=[CH:7][N:6]3[CH:11]=2)=[CH:15][CH:16]=1, predict the reactants needed to synthesize it. The reactants are: [CH3:1][S:2][C:3]1[CH:8]=[CH:7][N:6]=[C:5]([NH2:9])[CH:4]=1.Br[CH2:11][C:12]([C:14]1[CH:19]=[CH:18][C:17]([Br:20])=[CH:16][CH:15]=1)=O. (8) Given the product [CH3:1][O:2][C:3]1[CH:8]=[C:7]([CH:6]=[C:5]([S:12]([CH2:14][CH2:15][O:16][CH2:17][CH2:18][O:19][CH2:20][CH2:21][O:22][CH3:23])=[O:13])[CH:4]=1)[NH2:9], predict the reactants needed to synthesize it. The reactants are: [CH3:1][O:2][C:3]1[CH:8]=[C:7]([N+:9]([O-])=O)[CH:6]=[C:5]([S:12]([CH2:14][CH2:15][O:16][CH2:17][CH2:18][O:19][CH2:20][CH2:21][O:22][CH3:23])=[O:13])[CH:4]=1. (9) Given the product [NH2:1][C:2]1[CH:7]=[C:6]([N:8]([CH2:13][C:14]2[CH:15]=[CH:16][C:17]([O:20][CH3:21])=[CH:18][CH:19]=2)[C:9](=[O:10])[O:11][CH3:12])[CH:5]=[C:4]([N:22]2[CH2:23][CH2:24][NH:25][CH2:26][CH2:27]2)[C:3]=1[F:35].[C:38]([OH:40])([C:37]([F:42])([F:41])[F:36])=[O:39], predict the reactants needed to synthesize it. The reactants are: [NH2:1][C:2]1[C:3]([F:35])=[C:4]([N:22]2[CH2:27][CH2:26][N:25](C(OC(C)(C)C)=O)[CH2:24][CH2:23]2)[CH:5]=[C:6]([N:8]([CH2:13][C:14]2[CH:19]=[CH:18][C:17]([O:20][CH3:21])=[CH:16][CH:15]=2)[C:9]([O:11][CH3:12])=[O:10])[CH:7]=1.[F:36][C:37]([F:42])([F:41])[C:38]([OH:40])=[O:39].